Predict the product of the given reaction. From a dataset of Forward reaction prediction with 1.9M reactions from USPTO patents (1976-2016). (1) Given the reactants [Cl:1][C:2]1[N:11]=[C:10]([NH:12][C:13]2[CH:18]=[CH:17][C:16]([F:19])=[C:15]([Cl:20])[CH:14]=2)[C:9]2[C:4](=[CH:5][CH:6]=[C:7](I)[CH:8]=2)[N:3]=1.[CH3:22][N:23]([CH2:25][C:26]#[CH:27])[CH3:24].CCN(CC)CC, predict the reaction product. The product is: [Cl:1][C:2]1[N:11]=[C:10]([NH:12][C:13]2[CH:18]=[CH:17][C:16]([F:19])=[C:15]([Cl:20])[CH:14]=2)[C:9]2[C:4](=[CH:5][CH:6]=[C:7]([C:27]#[C:26][CH2:25][N:23]([CH3:24])[CH3:22])[CH:8]=2)[N:3]=1. (2) Given the reactants [C:1]([C:4]1[CH:13]([C:14]2[CH:21]=[CH:20][C:17]([C:18]#[N:19])=[CH:16][C:15]=2[F:22])[C:12]2[C:11](=[O:23])[NH:10][CH:9]=[CH:8][C:7]=2[NH:6][C:5]=1[CH3:24])(=[O:3])[CH3:2].ClCCl.F[B-](F)(F)F.[CH2:33]([O+](CC)CC)[CH3:34].CO, predict the reaction product. The product is: [C:1]([C:4]1[CH:13]([C:14]2[CH:21]=[CH:20][C:17]([C:18]#[N:19])=[CH:16][C:15]=2[F:22])[C:12]2[C:7](=[CH:8][CH:9]=[N:10][C:11]=2[O:23][CH2:33][CH3:34])[NH:6][C:5]=1[CH3:24])(=[O:3])[CH3:2]. (3) Given the reactants ClC1N=CC(C[C:9]2[C:17](F)=[CH:16][C:15]([C:19]#[N:20])=[C:14]3[C:10]=2[C:11](C)=[C:12](C)[NH:13]3)=CC=1.C([Sn](CCCC)(CCCC)C=C)CCC, predict the reaction product. The product is: [NH:13]1[C:14]2[C:10](=[CH:9][CH:17]=[CH:16][C:15]=2[C:19]#[N:20])[CH:11]=[CH:12]1. (4) The product is: [CH2:16]([CH:13]1[CH2:12][CH2:11][CH:10]([CH:7]2[CH2:6][CH2:5][CH:4]([CH:3]=[CH:2][C:19]3[CH:24]=[C:23]([Si:25]([CH3:27])([CH3:26])[CH3:28])[C:22]([O:29][CH2:30][CH3:31])=[C:21]([F:32])[C:20]=3[C:33]([F:35])([F:36])[F:34])[CH2:9][CH2:8]2)[CH2:15][CH2:14]1)[CH2:17][CH3:18]. Given the reactants O[CH:2]([C:19]1[CH:24]=[C:23]([Si:25]([CH3:28])([CH3:27])[CH3:26])[C:22]([O:29][CH2:30][CH3:31])=[C:21]([F:32])[C:20]=1[C:33]([F:36])([F:35])[F:34])[CH2:3][CH:4]1[CH2:9][CH2:8][CH:7]([CH:10]2[CH2:15][CH2:14][CH:13]([CH2:16][CH2:17][CH3:18])[CH2:12][CH2:11]2)[CH2:6][CH2:5]1.O.C1(C)C=CC(S(O)(=O)=O)=CC=1.Cl.[Na], predict the reaction product.